This data is from Forward reaction prediction with 1.9M reactions from USPTO patents (1976-2016). The task is: Predict the product of the given reaction. (1) Given the reactants [CH3:1][N:2]1[C:6]2=[N:7][C:8]([S:11][CH3:12])=[N:9][CH:10]=[C:5]2[C:4](=O)[NH:3]1.P(Br)(Br)([Br:16])=O.O, predict the reaction product. The product is: [Br:16][C:4]1[C:5]2[C:6](=[N:7][C:8]([S:11][CH3:12])=[N:9][CH:10]=2)[N:2]([CH3:1])[N:3]=1. (2) Given the reactants [CH3:1][O:2][C:3]1[CH:8]=[CH:7][C:6]([N:9]2[C:13]3[N:14]=[C:15]([CH3:21])[CH:16]=[C:17]([C:18](O)=[O:19])[C:12]=3[C:11]([CH3:22])=[N:10]2)=[CH:5][CH:4]=1.[NH2:23][C:24]1[C:25]([CH3:31])=[N:26][CH:27]=[CH:28][C:29]=1[CH3:30].O=P(Cl)(Cl)Cl, predict the reaction product. The product is: [CH3:31][C:25]1[C:24]([NH:23][C:18]([C:17]2[C:12]3[C:11]([CH3:22])=[N:10][N:9]([C:6]4[CH:5]=[CH:4][C:3]([O:2][CH3:1])=[CH:8][CH:7]=4)[C:13]=3[N:14]=[C:15]([CH3:21])[CH:16]=2)=[O:19])=[C:29]([CH3:30])[CH:28]=[CH:27][N:26]=1. (3) Given the reactants [O:1]=[C:2]1[NH:11][CH2:10][C:5]2([CH2:9][CH2:8][CH2:7][CH2:6]2)[N:4](C([O-])=O)[CH2:3]1.Cl.CC[NH+]([CH2:21][CH3:22])CC.CC[NH+](CC)CC.[C:30]([O-:33])([O-])=O.CCN(C(C)C)[CH:37]([CH3:39])[CH3:38].O1[CH2:48][CH2:47][O:46][CH2:45]C1, predict the reaction product. The product is: [CH3:30][O:33][C:22]1[CH:21]=[C:47]([O:46][CH3:45])[CH:48]=[CH:38][C:37]=1[CH2:39][N:11]1[CH2:10][C:5]2([CH2:6][CH2:7][CH2:8][CH2:9]2)[NH:4][CH2:3][C:2]1=[O:1]. (4) Given the reactants [NH2:1][C:2]1[CH:3]=[CH:4][C:5]2[N:9]=[CH:8][N:7]([CH:10]([CH3:16])[CH2:11][C:12]([O:14]C)=[O:13])[C:6]=2[CH:17]=1, predict the reaction product. The product is: [NH2:1][C:2]1[CH:3]=[CH:4][C:5]2[N:9]=[CH:8][N:7]([CH:10]([CH3:16])[CH2:11][C:12]([OH:14])=[O:13])[C:6]=2[CH:17]=1. (5) Given the reactants [F:1][C:2]1[CH:10]=[C:9]2[C:5]([C:6](/[CH:30]=[CH:31]/[C:32]3[CH:33]=[N:34][CH:35]=[CH:36][CH:37]=3)=[N:7][N:8]2[C:11]([C:24]2[CH:29]=[CH:28][CH:27]=[CH:26][CH:25]=2)([C:18]2[CH:23]=[CH:22][CH:21]=[CH:20][CH:19]=2)[C:12]2[CH:17]=[CH:16][CH:15]=[CH:14][CH:13]=2)=[CH:4][C:3]=1[C:38](O)=[O:39].O.[NH2:42][NH2:43], predict the reaction product. The product is: [F:1][C:2]1[CH:10]=[C:9]2[C:5]([C:6](/[CH:30]=[CH:31]/[C:32]3[CH:33]=[N:34][CH:35]=[CH:36][CH:37]=3)=[N:7][N:8]2[C:11]([C:12]2[CH:13]=[CH:14][CH:15]=[CH:16][CH:17]=2)([C:18]2[CH:23]=[CH:22][CH:21]=[CH:20][CH:19]=2)[C:24]2[CH:25]=[CH:26][CH:27]=[CH:28][CH:29]=2)=[CH:4][C:3]=1[C:38]([NH:42][NH2:43])=[O:39]. (6) Given the reactants [Cl:1][C:2]1[C:10]([OH:11])=[CH:9][CH:8]=[C:7]2[C:3]=1[C:4](=O)[C:5](=O)[NH:6]2.[NH2:14][N:15]1[C:19]([NH2:20])=[N:18][N:17]=[C:16]1[CH2:21][C:22]1[CH:27]=[CH:26][C:25]([OH:28])=[CH:24][CH:23]=1, predict the reaction product. The product is: [Cl:1][C:2]1[C:10]([OH:11])=[CH:9][CH:8]=[C:7]2[C:3]=1[C:4]1[C:5]([NH:6]2)=[N:20][C:19]2=[N:18][N:17]=[C:16]([CH2:21][C:22]3[CH:27]=[CH:26][C:25]([OH:28])=[CH:24][CH:23]=3)[N:15]2[N:14]=1. (7) Given the reactants [NH2:1][C:2]1[CH:3]=[CH:4][C:5]([C:8]2[N:9]=[N:10][C:11]([C:14]3[CH:19]=[CH:18][CH:17]=[CH:16][N:15]=3)=[N:12][N:13]=2)=[N:6][CH:7]=1.CCN(CC)CC.[CH3:27][C:28](OC(C)=O)=[O:29], predict the reaction product. The product is: [C:28]([N:10]1[C:11]([C:14]2[CH:19]=[CH:18][CH:17]=[CH:16][N:15]=2)=[N:12][N:13]=[C:8]([C:5]2[CH:4]=[CH:3][C:2]([NH2:1])=[CH:7][N:6]=2)[NH:9]1)(=[O:29])[CH3:27]. (8) The product is: [F:15][C:14]([F:17])([F:16])[C:12]1[CH:11]=[C:10]([C:18]2[CH:23]=[CH:22][CH:21]=[C:20]([C:24]([F:27])([F:26])[F:25])[CH:19]=2)[N:9]=[C:8]([C:4]2[CH:3]=[C:2]([C:32]3[CH:33]=[CH:34][C:29]([NH2:28])=[N:30][CH:31]=3)[CH:7]=[CH:6][CH:5]=2)[N:13]=1. Given the reactants Br[C:2]1[CH:3]=[C:4]([C:8]2[N:13]=[C:12]([C:14]([F:17])([F:16])[F:15])[CH:11]=[C:10]([C:18]3[CH:23]=[CH:22][CH:21]=[C:20]([C:24]([F:27])([F:26])[F:25])[CH:19]=3)[N:9]=2)[CH:5]=[CH:6][CH:7]=1.[NH2:28][C:29]1[CH:34]=[CH:33][C:32](B2OC(C)(C)C(C)(C)O2)=[CH:31][N:30]=1, predict the reaction product. (9) Given the reactants [Cl-].[Mg+2].[Cl-].[CH2:4]([O:6][C:7](=[O:21])[C:8](=O)[CH2:9][N:10]1[C:19]2[C:14](=[CH:15][CH:16]=[CH:17][CH:18]=2)[CH2:13][CH2:12][CH2:11]1)[CH3:5], predict the reaction product. The product is: [CH2:4]([O:6][C:7]([C:8]1[C:18]2=[C:19]3[C:14](=[CH:15][CH:16]=[CH:17]2)[CH2:13][CH2:12][CH2:11][N:10]3[CH:9]=1)=[O:21])[CH3:5]. (10) Given the reactants [F:1][C:2]1[CH:7]=[CH:6][C:5]([CH2:8][C:9]2[CH:18]=[C:17]3[C:12]([C:13]([OH:34])=[C:14]([C:29](OCC)=[O:30])[C:15](=[O:28])[N:16]3[CH2:19][CH2:20][N:21]3[CH2:26][CH2:25][CH2:24][CH2:23][C:22]3=[O:27])=[N:11][CH:10]=2)=[CH:4][CH:3]=1.[NH2:35][CH:36]([CH2:39][OH:40])[CH2:37][OH:38], predict the reaction product. The product is: [F:1][C:2]1[CH:7]=[CH:6][C:5]([CH2:8][C:9]2[CH:18]=[C:17]3[C:12]([C:13]([OH:34])=[C:14]([C:29]([NH:35][CH:36]([CH2:39][OH:40])[CH2:37][OH:38])=[O:30])[C:15](=[O:28])[N:16]3[CH2:19][CH2:20][N:21]3[CH2:26][CH2:25][CH2:24][CH2:23][C:22]3=[O:27])=[N:11][CH:10]=2)=[CH:4][CH:3]=1.